Dataset: Kir2.1 potassium channel HTS with 301,493 compounds. Task: Binary Classification. Given a drug SMILES string, predict its activity (active/inactive) in a high-throughput screening assay against a specified biological target. (1) The compound is O1C(C(OC)C(O)C(O)C1Oc1cc(c(cc1)c1c(OC)cccc1)C(=O)NCCc1ccccc1)(C)C. The result is 0 (inactive). (2) The molecule is S(=O)(=O)(N1CC(CC(C1)C)C)CC12C(C(CC1)CC2=O)(C)C. The result is 0 (inactive). (3) The result is 0 (inactive). The drug is S1CC(=O)N(Cc2cccnc2)C1=S. (4) The compound is O(CCCCNC(c1ccccc1)C)c1c(cc(cc1)C)C. The result is 1 (active).